The task is: Predict the reaction yield, written as a fraction of the theoretical maximum amount of product (1.0 means a 100% yield; for example, 0.34 means a 34% yield).. This data is from Reaction yield outcomes from USPTO patents with 853,638 reactions. (1) The reactants are [CH:1]1([C:6]2[CH:7]=[CH:8][C:9]3[O:13][C:12](B(O)O)=[CH:11][C:10]=3[CH:17]=2)[CH2:5][CH2:4][CH2:3][CH2:2]1.FC(F)(F)S(O[C:24]1[CH:25]=[C:26]2[C:31](=[CH:32][CH:33]=1)[CH2:30][N:29]([CH2:34][CH2:35][C:36]([O:38][C:39]([CH3:42])([CH3:41])[CH3:40])=[O:37])[CH2:28][CH2:27]2)(=O)=O.C(N(CC)CC)C. The catalyst is C(O)C.[Pd](Cl)Cl.C1(P(C2C=CC=CC=2)C2C=CC=CC=2)C=CC=CC=1.C1(P(C2C=CC=CC=2)C2C=CC=CC=2)C=CC=CC=1. The product is [CH:1]1([C:6]2[CH:7]=[CH:8][C:9]3[O:13][C:12]([C:24]4[CH:25]=[C:26]5[C:31](=[CH:32][CH:33]=4)[CH2:30][N:29]([CH2:34][CH2:35][C:36]([O:38][C:39]([CH3:42])([CH3:41])[CH3:40])=[O:37])[CH2:28][CH2:27]5)=[CH:11][C:10]=3[CH:17]=2)[CH2:5][CH2:4][CH2:3][CH2:2]1. The yield is 0.340. (2) The reactants are C[O:2][C:3](=[O:23])[CH2:4][CH2:5][C:6]1[CH:11]=[CH:10][C:9]([O:12][C:13]2[CH:18]=[C:17]([CH2:19][CH3:20])[CH:16]=[C:15](Br)[CH:14]=2)=[CH:8][C:7]=1[CH3:22].[Cl:24][C:25]1[CH:30]=[CH:29][C:28]([OH:31])=[C:27]([O:32][C:33]2[CH:38]=[CH:37][CH:36]=[CH:35][CH:34]=2)[CH:26]=1. No catalyst specified. The product is [Cl:24][C:25]1[CH:30]=[CH:29][C:28]([O:31][C:15]2[CH:14]=[C:13]([CH:18]=[C:17]([CH2:19][CH3:20])[CH:16]=2)[O:12][C:9]2[CH:10]=[CH:11][C:6]([CH2:5][CH2:4][C:3]([OH:2])=[O:23])=[C:7]([CH3:22])[CH:8]=2)=[C:27]([O:32][C:33]2[CH:38]=[CH:37][CH:36]=[CH:35][CH:34]=2)[CH:26]=1. The yield is 0.360. (3) The reactants are [OH:1][C:2]1[CH:8]=[C:7]([C:9]([O:11][CH3:12])=[O:10])[CH:6]=[CH:5][C:3]=1[NH2:4].[Br:13][C:14]1[CH:19]=[CH:18][CH:17]=[CH:16][C:15]=1[N:20]=[C:21]=[O:22]. No catalyst specified. The product is [OH:1][C:2]1[CH:8]=[C:7]([C:9]([O:11][CH3:12])=[O:10])[CH:6]=[CH:5][C:3]=1[NH:4][C:21]([NH:20][C:15]1[CH:16]=[CH:17][CH:18]=[CH:19][C:14]=1[Br:13])=[O:22]. The yield is 0.330. (4) The reactants are [NH2:1][C:2]1[CH:7]=[CH:6][CH:5]=[CH:4][C:3]=1[OH:8].[C:9]([O:13][C:14]([N:16]1[CH2:21][CH2:20][C:19](=O)[CH2:18][CH2:17]1)=[O:15])([CH3:12])([CH3:11])[CH3:10].C(O[BH-](OC(=O)C)OC(=O)C)(=O)C.[Na+].C(O)(=O)C.C([O-])(O)=O.[Na+]. The catalyst is C(Cl)Cl. The product is [C:9]([O:13][C:14]([N:16]1[CH2:21][CH2:20][CH:19]([NH:1][C:2]2[CH:7]=[CH:6][CH:5]=[CH:4][C:3]=2[OH:8])[CH2:18][CH2:17]1)=[O:15])([CH3:12])([CH3:10])[CH3:11]. The yield is 0.910.